Dataset: Forward reaction prediction with 1.9M reactions from USPTO patents (1976-2016). Task: Predict the product of the given reaction. Given the reactants [C:1]([NH2:4])(=[O:3])[CH3:2].C(=O)([O-])O.[Na+].Br[CH2:11][C:12](=O)[C:13]([O:15][CH2:16][CH3:17])=[O:14].FC(F)(F)C(OC(=O)C(F)(F)F)=O, predict the reaction product. The product is: [CH3:2][C:1]1[O:3][C:12]([C:13]([O:15][CH2:16][CH3:17])=[O:14])=[CH:11][N:4]=1.